This data is from Forward reaction prediction with 1.9M reactions from USPTO patents (1976-2016). The task is: Predict the product of the given reaction. (1) Given the reactants [NH2:1][C@:2]1([CH2:9][C:10]#[C:11][C:12]2[N:17]=[C:16]([CH3:18])[CH:15]=[C:14]([C:19]3[CH:24]=[CH:23][C:22]([C:25]([F:28])([F:27])[F:26])=[CH:21][CH:20]=3)[N:13]=2)[CH2:6][CH2:5][N:4]([CH3:7])[C:3]1=[O:8], predict the reaction product. The product is: [CH3:7][N:4]1[CH2:5][CH2:6][C@@:2]2([N:1]=[C:11]([C:12]3[N:17]=[C:16]([CH3:18])[CH:15]=[C:14]([C:19]4[CH:20]=[CH:21][C:22]([C:25]([F:28])([F:27])[F:26])=[CH:23][CH:24]=4)[N:13]=3)[CH2:10][CH2:9]2)[C:3]1=[O:8]. (2) The product is: [NH2:21][CH:18]1[CH2:17][CH2:16][N:15]([CH2:14][CH2:13][N:7]2[C:8]3[C:3](=[C:2]([F:1])[CH:11]=[C:10]([F:12])[CH:9]=3)[N:4]=[CH:5][C:6]2=[O:29])[CH2:20][CH2:19]1. Given the reactants [F:1][C:2]1[CH:11]=[C:10]([F:12])[CH:9]=[C:8]2[C:3]=1[N:4]=[CH:5][C:6](=[O:29])[N:7]2[CH2:13][CH2:14][N:15]1[CH2:20][CH2:19][CH:18]([NH:21]C(=O)OC(C)(C)C)[CH2:17][CH2:16]1.Cl.Cl.O1CCOCC1.C([O-])([O-])=O.[Na+].[Na+], predict the reaction product. (3) Given the reactants [F:1][C:2]([F:19])([F:18])[C:3]1[CH:4]=[C:5]([C:9](=O)[CH2:10][C:11](=O)[C:12]([F:15])([F:14])[F:13])[CH:6]=[CH:7][CH:8]=1.[NH2:20][C:21]1[C:25]([C:26]#[N:27])=[C:24]([CH3:28])[NH:23][N:22]=1, predict the reaction product. The product is: [CH3:28][C:24]1[C:25]([C:26]#[N:27])=[C:21]2[N:20]=[C:9]([C:5]3[CH:6]=[CH:7][CH:8]=[C:3]([C:2]([F:19])([F:18])[F:1])[CH:4]=3)[CH:10]=[C:11]([C:12]([F:15])([F:14])[F:13])[N:22]2[N:23]=1. (4) Given the reactants [Cl:1][C:2]1[CH:7]=[C:6]([Cl:8])[CH:5]=[CH:4][C:3]=1[OH:9].[H-].[Na+].Br[CH2:13][CH2:14][Cl:15], predict the reaction product. The product is: [Cl:1][C:2]1[CH:7]=[C:6]([Cl:8])[CH:5]=[CH:4][C:3]=1[O:9][CH2:13][CH2:14][Cl:15]. (5) Given the reactants [F:1][C:2]1[C:3](/[C:12](/I)=[CH:13]/[C:14](=O)[C:15]2[NH:16][CH:17]=[CH:18][CH:19]=2)=[C:4]2[C:8](=[CH:9][CH:10]=1)[NH:7][C:6](=[O:11])[CH2:5]2.[NH2:22][CH2:23][C:24]([NH2:27])([CH3:26])[CH3:25].[H-].[Na+], predict the reaction product. The product is: [NH2:27][C:24]([CH3:26])([CH3:25])[CH2:23][NH:22][C:12]1[CH:13]=[C:14]([C:15]2[NH:16][CH:17]=[CH:18][CH:19]=2)[C:5]2[C:6](=[O:11])[NH:7][C:8]3[C:4]=2[C:3]=1[C:2]([F:1])=[CH:10][CH:9]=3. (6) The product is: [C:1]([NH:4][CH2:5][CH2:6][NH:7][C:8]1[N:13]=[C:12]([C:14]2[CH:19]=[CH:18][CH:17]=[CH:16][CH:15]=2)[N:11]=[C:10]([NH:20][C:21](=[O:24])[CH2:22][N:35]2[CH2:36][CH2:37][CH:32]([CH2:31][C:30]3[CH:29]=[CH:28][C:27]([O:26][CH3:25])=[CH:39][CH:38]=3)[CH2:33][CH2:34]2)[CH:9]=1)(=[O:3])[CH3:2]. Given the reactants [C:1]([NH:4][CH2:5][CH2:6][NH:7][C:8]1[N:13]=[C:12]([C:14]2[CH:19]=[CH:18][CH:17]=[CH:16][CH:15]=2)[N:11]=[C:10]([NH:20][C:21](=[O:24])[CH2:22]Cl)[CH:9]=1)(=[O:3])[CH3:2].[CH3:25][O:26][C:27]1[CH:39]=[CH:38][C:30]([CH2:31][CH:32]2[CH2:37][CH2:36][NH:35][CH2:34][CH2:33]2)=[CH:29][CH:28]=1.CCN(C(C)C)C(C)C.C1COCC1, predict the reaction product. (7) The product is: [CH:1]1([CH:7]([NH:26][C:27]2[CH:28]=[CH:29][C:30]([C:33]([N:35]([CH3:43])[CH2:36][CH2:37][C:38]([OH:40])=[O:39])=[O:34])=[CH:31][CH:32]=2)[C:9]2[N:13]([CH2:14][CH3:15])[N:12]=[C:11]([C:16]3[CH:21]=[CH:20][C:19]([C:22]([F:25])([F:24])[F:23])=[CH:18][CH:17]=3)[CH:10]=2)[CH2:6][CH2:5][CH2:4][CH2:3][CH2:2]1. Given the reactants [CH:1]1([CH:7]([C:9]2[N:13]([CH2:14][CH3:15])[N:12]=[C:11]([C:16]3[CH:21]=[CH:20][C:19]([C:22]([F:25])([F:24])[F:23])=[CH:18][CH:17]=3)[CH:10]=2)O)[CH2:6][CH2:5][CH2:4][CH2:3][CH2:2]1.[NH2:26][C:27]1[CH:32]=[CH:31][C:30]([C:33]([N:35]([CH3:43])[CH2:36][CH2:37][C:38]([O:40]CC)=[O:39])=[O:34])=[CH:29][CH:28]=1, predict the reaction product.